Dataset: Forward reaction prediction with 1.9M reactions from USPTO patents (1976-2016). Task: Predict the product of the given reaction. (1) Given the reactants [CH2:1]([O:3][C:4]([CH:6]1[CH2:10][CH2:9][CH2:8][C:7]1=O)=[O:5])[CH3:2].[CH:12]1([NH2:17])[CH2:16][CH2:15][CH2:14][CH2:13]1.C([BH3-])#N.[Na+], predict the reaction product. The product is: [CH2:1]([O:3][C:4]([CH:6]1[CH2:10][CH2:9][CH2:8][CH:7]1[NH:17][CH:12]1[CH2:16][CH2:15][CH2:14][CH2:13]1)=[O:5])[CH3:2]. (2) Given the reactants Br[C:2]1[CH:11]=[CH:10][CH:9]=[C:8]2[C:3]=1[CH2:4][CH2:5][NH:6][CH:7]2[CH3:12].B(O)O, predict the reaction product. The product is: [CH3:12][CH:7]1[C:8]2[C:3](=[C:2]([C:4]3[CH:5]=[N:6][CH:7]=[CH:8][CH:3]=3)[CH:11]=[CH:10][CH:9]=2)[CH2:4][CH2:5][NH:6]1. (3) The product is: [CH2:1]([NH:5][C:6]1[S:7][CH:8]=[CH:9][C:10]=1[C:11]([NH:19][C:15]([CH3:16])([C:17]#[CH:18])[CH3:14])=[O:13])[CH2:2][CH2:3][CH3:4]. Given the reactants [CH2:1]([NH:5][C:6]1[S:7][CH:8]=[CH:9][C:10]=1[C:11]([OH:13])=O)[CH2:2][CH2:3][CH3:4].[CH3:14][C:15]([NH2:19])([C:17]#[CH:18])[CH3:16].CCN=C=NCCCN(C)C.C1C=CC2N(O)N=NC=2C=1.CCN(C(C)C)C(C)C, predict the reaction product. (4) The product is: [CH2:5]([O:9][C:10]1[N:15]=[C:14]([CH3:16])[C:13]([C:17]([OH:19])=[O:18])=[CH:12][N:11]=1)[CH2:6][CH2:7][CH3:8]. Given the reactants CC(C)=O.[CH2:5]([O:9][C:10]1[N:15]=[C:14]([CH3:16])[C:13]([C:17]([O:19]CC)=[O:18])=[CH:12][N:11]=1)[CH2:6][CH2:7][CH3:8].[OH-].[Na+], predict the reaction product. (5) The product is: [CH2:6]([O:5][C:3](=[O:4])[CH2:2][NH:12][C:11]1[CH:10]=[C:9]([Br:8])[C:15]([CH3:16])=[C:14]([Br:17])[CH:13]=1)[CH3:7]. Given the reactants Cl[CH2:2][C:3]([O:5][CH2:6][CH3:7])=[O:4].[Br:8][C:9]1[CH:10]=[C:11]([CH:13]=[C:14]([Br:17])[C:15]=1[CH3:16])[NH2:12].C(=O)([O-])[O-].[Li+].[Li+], predict the reaction product.